Dataset: Forward reaction prediction with 1.9M reactions from USPTO patents (1976-2016). Task: Predict the product of the given reaction. Given the reactants C([O:3][C:4](=O)[CH2:5][N:6]1[C:10]2[CH:11]=[C:12]([Cl:16])[C:13]([Cl:15])=[CH:14][C:9]=2[N:8]=[C:7]1[CH2:17][C:18]([F:21])([F:20])[F:19])C, predict the reaction product. The product is: [Cl:15][C:13]1[C:12]([Cl:16])=[CH:11][C:10]2[N:6]([CH2:5][CH2:4][OH:3])[C:7]([CH2:17][C:18]([F:19])([F:20])[F:21])=[N:8][C:9]=2[CH:14]=1.